Dataset: Forward reaction prediction with 1.9M reactions from USPTO patents (1976-2016). Task: Predict the product of the given reaction. (1) Given the reactants [CH3:1][C:2]1[CH:3]=[C:4]([CH:6]=[C:7]([CH3:9])[CH:8]=1)[NH2:5].Br[CH2:11][CH2:12][OH:13].C([O-])([O-])=O.[K+].[K+], predict the reaction product. The product is: [CH3:1][C:2]1[CH:3]=[C:4]([NH:5][CH2:11][CH2:12][OH:13])[CH:6]=[C:7]([CH3:9])[CH:8]=1. (2) Given the reactants [Cl:1][C:2]1[CH:7]=[CH:6][N:5]=[C:4]2[CH:8]=[CH:9][S:10][C:3]=12.ClC1C=CN=C2C=C(C3N=CN(C)C=3)SC=12.I[C:28]1[CH:29]=[N:30][N:31]([CH2:33][CH2:34][N:35]([CH3:43])[C:36](=[O:42])[O:37][C:38]([CH3:41])([CH3:40])[CH3:39])[CH:32]=1, predict the reaction product. The product is: [Cl:1][C:2]1[CH:7]=[CH:6][N:5]=[C:4]2[CH:8]=[C:9]([C:28]3[CH:29]=[N:30][N:31]([CH2:33][CH2:34][N:35]([CH3:43])[C:36](=[O:42])[O:37][C:38]([CH3:39])([CH3:40])[CH3:41])[CH:32]=3)[S:10][C:3]=12.